From a dataset of NCI-60 drug combinations with 297,098 pairs across 59 cell lines. Regression. Given two drug SMILES strings and cell line genomic features, predict the synergy score measuring deviation from expected non-interaction effect. Drug 1: COC1=NC(=NC2=C1N=CN2C3C(C(C(O3)CO)O)O)N. Drug 2: CC1=C(N=C(N=C1N)C(CC(=O)N)NCC(C(=O)N)N)C(=O)NC(C(C2=CN=CN2)OC3C(C(C(C(O3)CO)O)O)OC4C(C(C(C(O4)CO)O)OC(=O)N)O)C(=O)NC(C)C(C(C)C(=O)NC(C(C)O)C(=O)NCCC5=NC(=CS5)C6=NC(=CS6)C(=O)NCCC[S+](C)C)O. Cell line: HT29. Synergy scores: CSS=2.52, Synergy_ZIP=-3.01, Synergy_Bliss=-1.19, Synergy_Loewe=-0.879, Synergy_HSA=0.114.